From a dataset of Reaction yield outcomes from USPTO patents with 853,638 reactions. Predict the reaction yield, written as a fraction of the theoretical maximum amount of product (1.0 means a 100% yield; for example, 0.34 means a 34% yield). (1) The reactants are [CH2:1]([O:8][C:9]1[CH:10]=[C:11]([CH:27]=[CH:28][CH:29]=1)[CH2:12][N:13]([C:19]1[CH:24]=[CH:23][C:22]([C:25]#[N:26])=[CH:21][CH:20]=1)[N:14]1[CH:18]=[N:17][N:16]=[CH:15]1)[C:2]1[CH:7]=[CH:6][CH:5]=[CH:4][CH:3]=1.[H-].[Na+].C(C1C=CC(NN2C=NN=C2)=CC=1)#N.CN([CH:49]=[O:50])C. No catalyst specified. The product is [CH2:1]([O:8][C:9]1[CH:10]=[C:11]([CH:27]=[CH:28][C:29]=1[O:50][CH3:49])[CH2:12][N:13]([C:19]1[CH:20]=[CH:21][C:22]([C:25]#[N:26])=[CH:23][CH:24]=1)[N:14]1[CH:15]=[N:16][N:17]=[CH:18]1)[C:2]1[CH:3]=[CH:4][CH:5]=[CH:6][CH:7]=1. The yield is 0.440. (2) The reactants are [C:1]1([NH2:8])[CH:6]=[CH:5][C:4]([NH2:7])=[CH:3][CH:2]=1.[C:9](O[C:9]([O:11][C:12]([CH3:15])([CH3:14])[CH3:13])=[O:10])([O:11][C:12]([CH3:15])([CH3:14])[CH3:13])=[O:10]. The catalyst is ClCCl. The product is [C:9]([NH:7][C:4]1[CH:5]=[CH:6][C:1]([NH2:8])=[CH:2][CH:3]=1)([O:11][C:12]([CH3:15])([CH3:14])[CH3:13])=[O:10]. The yield is 0.970. (3) The reactants are [Br:1][C:2]1[CH:10]=[CH:9][C:5]([C:6](Cl)=[O:7])=[CH:4][CH:3]=1.[Al+3].[Cl-].[Cl-].[Cl-].[CH3:15][O:16][C:17]1[CH:22]=[CH:21][CH:20]=[CH:19][CH:18]=1. The catalyst is [N+](C1C=CC=CC=1)([O-])=O. The product is [Br:1][C:2]1[CH:10]=[CH:9][C:5]([C:6]([C:20]2[CH:21]=[CH:22][C:17]([O:16][CH3:15])=[CH:18][CH:19]=2)=[O:7])=[CH:4][CH:3]=1. The yield is 0.910. (4) The reactants are CC([O-])(C)C.[K+].[C:7]([CH2:9][C:10]([NH2:12])=[O:11])#[N:8].[CH3:13][C:14](=O)[CH:15]=[CH:16][CH2:17][CH3:18].O=O.Cl. The catalyst is CS(C)=O.O. The product is [CH2:17]([C:16]1[CH:15]=[C:14]([CH3:13])[NH:12][C:10](=[O:11])[C:9]=1[C:7]#[N:8])[CH3:18]. The yield is 0.310. (5) The catalyst is C(O)C.[Pd]. The reactants are [NH2:1][C:2]1[CH:3]=[CH:4][C:5]([CH3:22])=[C:6]([C:8]2[CH:9]=[C:10]([C:16]3[CH2:17][CH2:18][O:19][CH2:20][CH:21]=3)[C:11](=[O:15])[N:12]([CH3:14])[N:13]=2)[CH:7]=1. The yield is 0.780. The product is [NH2:1][C:2]1[CH:3]=[CH:4][C:5]([CH3:22])=[C:6]([C:8]2[CH:9]=[C:10]([CH:16]3[CH2:17][CH2:18][O:19][CH2:20][CH2:21]3)[C:11](=[O:15])[N:12]([CH3:14])[N:13]=2)[CH:7]=1.